From a dataset of Catalyst prediction with 721,799 reactions and 888 catalyst types from USPTO. Predict which catalyst facilitates the given reaction. (1) Reactant: [F:1][C:2]1[CH:19]=[CH:18][C:5]2[N:6]3[CH:12]=[N:11][C:10]([C:13](OCC)=O)=[C:7]3[CH2:8][O:9][C:4]=2[C:3]=1[CH2:20][CH2:21][N:22]1[CH2:27][CH2:26][N:25]([C:28]2[CH:37]=[CH:36][CH:35]=[C:34]3[C:29]=2[CH:30]=[CH:31][C:32]([C:38]([F:41])([F:40])[F:39])=[N:33]3)[CH2:24][CH2:23]1.C[Al](C)C.[NH3:46].C(Cl)[Cl:48]. Product: [ClH:48].[F:1][C:2]1[CH:19]=[CH:18][C:5]2[N:6]3[CH:12]=[N:11][C:10]([C:13]#[N:46])=[C:7]3[CH2:8][O:9][C:4]=2[C:3]=1[CH2:20][CH2:21][N:22]1[CH2:23][CH2:24][N:25]([C:28]2[CH:37]=[CH:36][CH:35]=[C:34]3[C:29]=2[CH:30]=[CH:31][C:32]([C:38]([F:40])([F:39])[F:41])=[N:33]3)[CH2:26][CH2:27]1. The catalyst class is: 169. (2) Reactant: Cl[C:2]1[CH:7]=[CH:6][N:5]=[C:4]2[CH:8]=[C:9]([C:11]3[S:12][CH:13]=[C:14]([C:16]([OH:19])([CH3:18])[CH3:17])[N:15]=3)[S:10][C:3]=12.CN(C=O)C.C(=O)([O-])[O-].[Cs+].[Cs+].[CH3:31][C:32]1[NH:33][C:34]2[C:39]([CH:40]=1)=[CH:38][C:37]([OH:41])=[CH:36][CH:35]=2. Product: [NH4+:5].[OH-:19].[CH3:31][C:32]1[NH:33][C:34]2[C:39]([CH:40]=1)=[CH:38][C:37]([O:41][C:2]1[CH:7]=[CH:6][N:5]=[C:4]3[CH:8]=[C:9]([C:11]4[S:12][CH:13]=[C:14]([C:16]([OH:19])([CH3:18])[CH3:17])[N:15]=4)[S:10][C:3]=13)=[CH:36][CH:35]=2. The catalyst class is: 254.